Dataset: Full USPTO retrosynthesis dataset with 1.9M reactions from patents (1976-2016). Task: Predict the reactants needed to synthesize the given product. (1) The reactants are: [CH3:1][O:2][C:3](=[O:30])[NH:4][C@H:5]([C:9]([N:11]1[CH2:16][C@@H:15]([CH3:17])[CH2:14][CH2:13][C@H:12]1[C:18]1[NH:19][C:20]([C:23]2[CH:28]=[CH:27][C:26](Br)=[CH:25][CH:24]=2)=[CH:21][N:22]=1)=[O:10])[CH:6]([CH3:8])[CH3:7].[B:31]1([B:31]2[O:35][C:34]([CH3:37])([CH3:36])[C:33]([CH3:39])([CH3:38])[O:32]2)[O:35][C:34]([CH3:37])([CH3:36])[C:33]([CH3:39])([CH3:38])[O:32]1.C([O-])(=O)C.[K+]. Given the product [CH3:1][O:2][C:3](=[O:30])[NH:4][C@H:5]([C:9]([N:11]1[CH2:16][C@@H:15]([CH3:17])[CH2:14][CH2:13][C@H:12]1[C:18]1[NH:19][C:20]([C:23]2[CH:28]=[CH:27][C:26]([B:31]3[O:35][C:34]([CH3:37])([CH3:36])[C:33]([CH3:39])([CH3:38])[O:32]3)=[CH:25][CH:24]=2)=[CH:21][N:22]=1)=[O:10])[CH:6]([CH3:8])[CH3:7], predict the reactants needed to synthesize it. (2) Given the product [C:12](=[N:25][C:2]1[CH:3]=[C:4]2[CH:10]=[N:9][N:8]([CH3:11])[C:5]2=[N:6][CH:7]=1)([C:19]1[CH:20]=[CH:21][CH:22]=[CH:23][CH:24]=1)[C:13]1[CH:18]=[CH:17][CH:16]=[CH:15][CH:14]=1, predict the reactants needed to synthesize it. The reactants are: Br[C:2]1[CH:3]=[C:4]2[CH:10]=[N:9][N:8]([CH3:11])[C:5]2=[N:6][CH:7]=1.[C:12](=[NH:25])([C:19]1[CH:24]=[CH:23][CH:22]=[CH:21][CH:20]=1)[C:13]1[CH:18]=[CH:17][CH:16]=[CH:15][CH:14]=1. (3) Given the product [F:31][C:28]([F:29])([F:30])[C:25]1[N:23]2[C:22]([CH:21]=[CH:20][C:19]([N:13]3[CH2:18][CH2:17][N:16]([S:9]([C:6]4[CH:7]=[CH:8][C:3]([C:1]#[N:2])=[CH:4][CH:5]=4)(=[O:11])=[O:10])[CH2:15][CH2:14]3)=[N:24]2)=[N:27][N:26]=1, predict the reactants needed to synthesize it. The reactants are: [C:1]([C:3]1[CH:8]=[CH:7][C:6]([S:9](Cl)(=[O:11])=[O:10])=[CH:5][CH:4]=1)#[N:2].[N:13]1([C:19]2[CH:20]=[CH:21][C:22]3[N:23]([C:25]([C:28]([F:31])([F:30])[F:29])=[N:26][N:27]=3)[N:24]=2)[CH2:18][CH2:17][NH:16][CH2:15][CH2:14]1.